Dataset: Full USPTO retrosynthesis dataset with 1.9M reactions from patents (1976-2016). Task: Predict the reactants needed to synthesize the given product. (1) Given the product [OH:35][CH:32]([CH2:31][OH:36])[CH2:33][N:26]1[CH2:25][CH2:24][C:23]2[CH:29]=[CH:30][C:20]([C:17]3[N:16]=[C:15]([C:12]4[CH:13]=[CH:14][C:7]([O:6][CH:3]([CH2:2][F:1])[CH2:4][F:5])=[C:8]([CH:11]=4)[C:9]#[N:10])[O:19][N:18]=3)=[CH:21][C:22]=2[CH2:28][CH2:27]1, predict the reactants needed to synthesize it. The reactants are: [F:1][CH2:2][CH:3]([O:6][C:7]1[CH:14]=[CH:13][C:12]([C:15]2[O:19][N:18]=[C:17]([C:20]3[CH:30]=[CH:29][C:23]4[CH2:24][CH2:25][NH:26][CH2:27][CH2:28][C:22]=4[CH:21]=3)[N:16]=2)=[CH:11][C:8]=1[C:9]#[N:10])[CH2:4][F:5].[CH2:31]([OH:36])[CH:32]([OH:35])[CH:33]=O.C(O)(=O)C.C(O[BH-](OC(=O)C)OC(=O)C)(=O)C.[Na+]. (2) Given the product [F:26][C:23]1[CH:24]=[CH:25][C:20]([C:18]2[N:32]=[N:33][C:2]3[CH:1]4[CH2:8][CH2:7][CH:4]([C:3]=3[CH:17]=2)[CH2:5][CH2:6]4)=[C:21]([C:27]([F:30])([F:29])[F:28])[CH:22]=1, predict the reactants needed to synthesize it. The reactants are: [CH:1]12[CH2:8][CH2:7][CH:4]([CH2:5][CH2:6]1)[C:3](=O)[C:2]2=O.COP([CH2:17][C:18]([C:20]1[CH:25]=[CH:24][C:23]([F:26])=[CH:22][C:21]=1[C:27]([F:30])([F:29])[F:28])=O)(=O)OC.O.[NH2:32][NH2:33].